Predict the reactants needed to synthesize the given product. From a dataset of Full USPTO retrosynthesis dataset with 1.9M reactions from patents (1976-2016). (1) Given the product [CH3:21][S:22]([O:17][C:11]1[CH:12]=[C:13]2[C:8](=[CH:9][CH:10]=1)[C:7](=[O:18])[C:6]1[CH2:5][CH2:4][CH:3]([CH2:1][CH3:2])[CH2:16][C:15]=1[S:14]2)(=[O:24])=[O:23], predict the reactants needed to synthesize it. The reactants are: [CH2:1]([CH:3]1[CH2:16][C:15]2[S:14][C:13]3[C:8](=[CH:9][CH:10]=[C:11]([OH:17])[CH:12]=3)[C:7](=[O:18])[C:6]=2[CH2:5][CH2:4]1)[CH3:2].[OH-].[Na+].[CH3:21][S:22](Cl)(=[O:24])=[O:23]. (2) The reactants are: [CH:1]([C:3]1[CH:12]=[C:11]([O:13][CH3:14])[C:6]([C:7]([O:9]C)=[O:8])=[C:5]([OH:15])[CH:4]=1)=O.[C:16]1([C:22](=O)[CH2:23][C:24]2[CH:29]=[CH:28][CH:27]=[CH:26][CH:25]=2)[CH:21]=[CH:20][CH:19]=[CH:18][CH:17]=1.[NH2:31][C:32]([NH2:34])=[O:33].Cl. Given the product [OH:15][C:5]1[CH:4]=[C:3]([CH:1]2[C:23]([C:24]3[CH:29]=[CH:28][CH:27]=[CH:26][CH:25]=3)=[C:22]([C:16]3[CH:21]=[CH:20][CH:19]=[CH:18][CH:17]=3)[NH:34][C:32](=[O:33])[NH:31]2)[CH:12]=[C:11]([O:13][CH3:14])[C:6]=1[C:7]([OH:9])=[O:8], predict the reactants needed to synthesize it. (3) Given the product [F:1][C:2]1[CH:7]=[C:6]([C:8]2[S:12][CH:11]=[C:10]([C:13]([N:17]3[CH:16]4[CH:25]([CH2:24][CH2:23][CH2:22][CH2:21]4)[CH2:20][CH2:19][CH2:18]3)=[O:15])[CH:9]=2)[CH:5]=[CH:4][N:3]=1, predict the reactants needed to synthesize it. The reactants are: [F:1][C:2]1[CH:7]=[C:6]([C:8]2[S:12][CH:11]=[C:10]([C:13]([OH:15])=O)[CH:9]=2)[CH:5]=[CH:4][N:3]=1.[CH2:16]1[C@H:25]2[C@@H:20]([CH2:21][CH2:22][CH2:23][CH2:24]2)[CH2:19][CH2:18][NH:17]1.C(N(CC)CC)C.CN(C(ON1N=NC2C=CC=NC1=2)=[N+](C)C)C.F[P-](F)(F)(F)(F)F. (4) The reactants are: [F:1][C:2]([F:19])([F:18])[C:3]1[CH:4]=[C:5]([S:9][CH:10]2[CH2:15][CH2:14][O:13][CH:12]([CH2:16][OH:17])[CH2:11]2)[CH:6]=[CH:7][CH:8]=1.[H-].[Na+].[CH2:22](Br)[C:23]1[CH:28]=[CH:27][CH:26]=[CH:25][CH:24]=1. Given the product [C:23]1([CH2:22][O:17][CH2:16][CH:12]2[CH2:11][CH:10]([S:9][C:5]3[CH:6]=[CH:7][CH:8]=[C:3]([C:2]([F:1])([F:18])[F:19])[CH:4]=3)[CH2:15][CH2:14][O:13]2)[CH:28]=[CH:27][CH:26]=[CH:25][CH:24]=1, predict the reactants needed to synthesize it. (5) Given the product [CH2:1]([CH:4]1[CH2:9][CH2:8][CH:7]([N:11]2[CH2:16][CH2:15][C:14](=[O:17])[CH2:13][CH2:12]2)[CH2:6][CH2:5]1)[CH2:2][CH3:3], predict the reactants needed to synthesize it. The reactants are: [CH2:1]([CH:4]1[CH2:9][CH2:8][C:7](=O)[CH2:6][CH2:5]1)[CH2:2][CH3:3].[NH:11]1[CH2:16][CH2:15][CH:14]([OH:17])[CH2:13][CH2:12]1. (6) Given the product [CH3:37][N:20]([CH:21]1[CH2:27][CH2:26][CH2:25][CH2:24][N:23]([C:28]([O:30][C:31]([CH3:34])([CH3:33])[CH3:32])=[O:29])[CH2:22]1)[C:19]1[C:14]2[CH:13]=[CH:12][N:11]([S:1]([C:4]3[CH:5]=[CH:6][C:7]([CH3:8])=[CH:9][CH:10]=3)(=[O:3])=[O:2])[C:15]=2[N:16]=[CH:17][N:18]=1, predict the reactants needed to synthesize it. The reactants are: [S:1]([N:11]1[C:15]2[N:16]=[CH:17][N:18]=[C:19]([NH:20][CH:21]3[CH2:27][CH2:26][CH2:25][CH2:24][N:23]([C:28]([O:30][C:31]([CH3:34])([CH3:33])[CH3:32])=[O:29])[CH2:22]3)[C:14]=2[CH:13]=[CH:12]1)([C:4]1[CH:10]=[CH:9][C:7]([CH3:8])=[CH:6][CH:5]=1)(=[O:3])=[O:2].[H-].[Na+].[CH3:37]I. (7) Given the product [CH2:1]([O:8][C:9]1[CH:14]=[CH:13][C:12]([C:15]2[CH:19]=[C:18]([NH:20][C:21]([NH:53][CH:48]3[CH2:52][CH2:51][CH2:50][CH2:49]3)=[N:23][C:24](=[O:35])[C:25]3[CH:30]=[CH:29][C:28]([C:31]([F:34])([F:33])[F:32])=[CH:27][CH:26]=3)[NH:17][N:16]=2)=[C:11]([F:36])[CH:10]=1)[C:2]1[CH:7]=[CH:6][CH:5]=[CH:4][CH:3]=1, predict the reactants needed to synthesize it. The reactants are: [CH2:1]([O:8][C:9]1[CH:14]=[CH:13][C:12]([C:15]2[CH:19]=[C:18]([NH:20][C:21]([NH:23][C:24](=[O:35])[C:25]3[CH:30]=[CH:29][C:28]([C:31]([F:34])([F:33])[F:32])=[CH:27][CH:26]=3)=S)[NH:17][N:16]=2)=[C:11]([F:36])[CH:10]=1)[C:2]1[CH:7]=[CH:6][CH:5]=[CH:4][CH:3]=1.CCN=C=NCCCN(C)C.[CH:48]1([NH2:53])[CH2:52][CH2:51][CH2:50][CH2:49]1. (8) Given the product [NH3:4].[CH3:1][O:2][C:3]1[C:7]([NH2:8])=[CH:6][N:5]([CH3:11])[N:4]=1, predict the reactants needed to synthesize it. The reactants are: [CH3:1][O:2][C:3]1[C:7]([N+:8]([O-])=O)=[CH:6][N:5]([CH3:11])[N:4]=1. (9) Given the product [C:21]1([N:12]2[C:11]3[CH:27]=[CH:28][C:8]([C:5]4[CH:6]=[CH:7][C:2]([C:39]5[CH:38]=[CH:37][C:36]6[C:41](=[C:42]([C:52]7[CH:57]=[CH:56][CH:55]=[CH:54][CH:53]=7)[C:43]7[C:48]([C:35]=6[C:29]6[CH:30]=[CH:31][CH:32]=[CH:33][CH:34]=6)=[CH:47][CH:46]=[CH:45][CH:44]=7)[CH:40]=5)=[CH:3][CH:4]=4)=[CH:9][C:10]=3[N:14]=[C:13]2[C:15]2[CH:20]=[CH:19][CH:18]=[CH:17][CH:16]=2)[CH:26]=[CH:25][CH:24]=[CH:23][CH:22]=1, predict the reactants needed to synthesize it. The reactants are: Cl[C:2]1[CH:7]=[CH:6][C:5]([C:8]2[CH:28]=[CH:27][C:11]3[N:12]([C:21]4[CH:26]=[CH:25][CH:24]=[CH:23][CH:22]=4)[C:13]([C:15]4[CH:20]=[CH:19][CH:18]=[CH:17][CH:16]=4)=[N:14][C:10]=3[CH:9]=2)=[CH:4][CH:3]=1.[C:29]1([C:35]2[C:36]3[C:41]([C:42]([C:52]4[CH:57]=[CH:56][CH:55]=[CH:54][CH:53]=4)=[C:43]4[C:48]=2[CH:47]=[C:46](B(O)O)[CH:45]=[CH:44]4)=[CH:40][CH:39]=[CH:38][CH:37]=3)[CH:34]=[CH:33][CH:32]=[CH:31][CH:30]=1.C(=O)([O-])[O-].[Cs+].[Cs+].O1CCOCC1.